From a dataset of Reaction yield outcomes from USPTO patents with 853,638 reactions. Predict the reaction yield, written as a fraction of the theoretical maximum amount of product (1.0 means a 100% yield; for example, 0.34 means a 34% yield). (1) The reactants are [CH2:1]([O:3][C:4](=[O:23])/[CH:5]=[CH:6]/[C:7]1[C:15]2[C:10](=[CH:11][CH:12]=[CH:13][CH:14]=2)[N:9]([C:16]([O:18][C:19]([CH3:22])([CH3:21])[CH3:20])=[O:17])[CH:8]=1)[CH3:2].CO[CH2:26][N:27]([CH2:35][Si](C)(C)C)[CH2:28][C:29]1[CH:34]=[CH:33][CH:32]=[CH:31][CH:30]=1. The catalyst is ClCCl.FC(F)(F)C(O)=O. The product is [C:19]([O:18][C:16]([N:9]1[C:10]2[C:15](=[CH:14][CH:13]=[CH:12][CH:11]=2)[C:7]([C@H:6]2[C@H:5]([C:4]([O:3][CH2:1][CH3:2])=[O:23])[CH2:35][N:27]([CH2:28][C:29]3[CH:34]=[CH:33][CH:32]=[CH:31][CH:30]=3)[CH2:26]2)=[CH:8]1)=[O:17])([CH3:22])([CH3:21])[CH3:20]. The yield is 1.00. (2) The reactants are [C:1]([C:4]1[CH:5]=[C:6]([C:21](O)=[O:22])[CH:7]=[C:8]2[C:13]=1[O:12][C:11]([N:14]1[CH2:19][CH2:18][O:17][CH2:16][CH2:15]1)=[CH:10][C:9]2=[O:20])(=[O:3])[CH3:2].CCN(C(C)C)C(C)C.[B-](F)(F)(F)F.CN(C(ON1C(=O)CCC1=O)=[N+](C)C)C.[CH3:53][N:54]([CH3:58])[CH2:55][CH2:56][NH2:57]. The catalyst is C(Cl)Cl. The product is [C:1]([C:4]1[CH:5]=[C:6]([C:21]([NH:57][CH2:56][CH2:55][N:54]([CH3:58])[CH3:53])=[O:22])[CH:7]=[C:8]2[C:13]=1[O:12][C:11]([N:14]1[CH2:15][CH2:16][O:17][CH2:18][CH2:19]1)=[CH:10][C:9]2=[O:20])(=[O:3])[CH3:2]. The yield is 0.613. (3) The reactants are [NH2:1][C:2]1[N:3]=[C:4]([CH3:16])[C:5]2[CH:11]=[CH:10][C:9](=[O:12])[N:8]([CH:13]([CH3:15])[CH3:14])[C:6]=2[N:7]=1.[Br:17]Br. The catalyst is C(Cl)Cl. The product is [NH2:1][C:2]1[N:3]=[C:4]([CH3:16])[C:5]2[CH:11]=[C:10]([Br:17])[C:9](=[O:12])[N:8]([CH:13]([CH3:14])[CH3:15])[C:6]=2[N:7]=1. The yield is 0.560. (4) The reactants are [CH2:1]([NH:3][CH2:4][CH2:5][C:6]1[C:15]2[CH2:14][S:13][N:12]=[C:11]([NH:16]C(=O)OC(C)(C)C)[C:10]3=[N:24][N:25]([CH2:27][C:28]4[C:33]([CH3:34])=[C:32]([O:35][CH3:36])[C:31]([CH3:37])=[CH:30][N:29]=4)[N:26]=[C:8]([C:9]=23)[CH:7]=1)[CH3:2]. The catalyst is C(OCC)C. The product is [CH2:1]([NH:3][CH2:4][CH2:5][C:6]1[C:15]2[CH2:14][S:13][N:12]=[C:11]([NH2:16])[C:10]3=[N:24][N:25]([CH2:27][C:28]4[C:33]([CH3:34])=[C:32]([O:35][CH3:36])[C:31]([CH3:37])=[CH:30][N:29]=4)[N:26]=[C:8]([C:9]=23)[CH:7]=1)[CH3:2]. The yield is 0.310.